This data is from Choline transporter screen with 302,306 compounds. The task is: Binary Classification. Given a drug SMILES string, predict its activity (active/inactive) in a high-throughput screening assay against a specified biological target. The compound is S=C1NC2(NN1CC(OCC)=O)CCC(CC2)C. The result is 0 (inactive).